Dataset: NCI-60 drug combinations with 297,098 pairs across 59 cell lines. Task: Regression. Given two drug SMILES strings and cell line genomic features, predict the synergy score measuring deviation from expected non-interaction effect. (1) Drug 1: CN1C2=C(C=C(C=C2)N(CCCl)CCCl)N=C1CCCC(=O)O.Cl. Drug 2: COCCOC1=C(C=C2C(=C1)C(=NC=N2)NC3=CC=CC(=C3)C#C)OCCOC.Cl. Cell line: UACC-257. Synergy scores: CSS=-0.105, Synergy_ZIP=1.14, Synergy_Bliss=2.13, Synergy_Loewe=0.412, Synergy_HSA=-0.651. (2) Drug 1: C1C(C(OC1N2C=C(C(=O)NC2=O)F)CO)O. Drug 2: C1=NNC2=C1C(=O)NC=N2. Cell line: M14. Synergy scores: CSS=2.39, Synergy_ZIP=0.279, Synergy_Bliss=3.75, Synergy_Loewe=-6.02, Synergy_HSA=-0.618. (3) Drug 1: CCCCCOC(=O)NC1=NC(=O)N(C=C1F)C2C(C(C(O2)C)O)O. Drug 2: C#CCC(CC1=CN=C2C(=N1)C(=NC(=N2)N)N)C3=CC=C(C=C3)C(=O)NC(CCC(=O)O)C(=O)O. Cell line: SF-268. Synergy scores: CSS=23.9, Synergy_ZIP=2.34, Synergy_Bliss=0.908, Synergy_Loewe=-18.3, Synergy_HSA=0.0478. (4) Drug 1: C1=CC(=CC=C1CCCC(=O)O)N(CCCl)CCCl. Drug 2: C1C(C(OC1N2C=NC(=NC2=O)N)CO)O. Cell line: IGROV1. Synergy scores: CSS=23.4, Synergy_ZIP=-4.94, Synergy_Bliss=1.87, Synergy_Loewe=2.14, Synergy_HSA=2.32. (5) Drug 2: CC1C(C(CC(O1)OC2CC(CC3=C2C(=C4C(=C3O)C(=O)C5=CC=CC=C5C4=O)O)(C(=O)C)O)N)O. Drug 1: C1CC(C1)(C(=O)O)C(=O)O.[NH2-].[NH2-].[Pt+2]. Cell line: U251. Synergy scores: CSS=53.4, Synergy_ZIP=-2.67, Synergy_Bliss=-1.52, Synergy_Loewe=2.38, Synergy_HSA=3.49. (6) Drug 1: C1=NC2=C(N=C(N=C2N1C3C(C(C(O3)CO)O)O)F)N. Drug 2: C(CN)CNCCSP(=O)(O)O. Cell line: EKVX. Synergy scores: CSS=-1.28, Synergy_ZIP=-0.660, Synergy_Bliss=-2.25, Synergy_Loewe=-6.85, Synergy_HSA=-3.39. (7) Drug 1: C1C(C(OC1N2C=NC3=C(N=C(N=C32)Cl)N)CO)O. Drug 2: CC1=C2C(C(=O)C3(C(CC4C(C3C(C(C2(C)C)(CC1OC(=O)C(C(C5=CC=CC=C5)NC(=O)OC(C)(C)C)O)O)OC(=O)C6=CC=CC=C6)(CO4)OC(=O)C)O)C)O. Cell line: SF-295. Synergy scores: CSS=0.0125, Synergy_ZIP=-1.19, Synergy_Bliss=0.0536, Synergy_Loewe=-1.01, Synergy_HSA=-0.879. (8) Drug 1: COC1=CC(=CC(=C1O)OC)C2C3C(COC3=O)C(C4=CC5=C(C=C24)OCO5)OC6C(C(C7C(O6)COC(O7)C8=CC=CS8)O)O. Drug 2: C1=CC=C(C=C1)NC(=O)CCCCCCC(=O)NO. Cell line: MALME-3M. Synergy scores: CSS=43.8, Synergy_ZIP=-4.23, Synergy_Bliss=1.12, Synergy_Loewe=2.06, Synergy_HSA=4.02. (9) Drug 1: C1CC(=O)NC(=O)C1N2CC3=C(C2=O)C=CC=C3N. Drug 2: C1=CC(=CC=C1CCCC(=O)O)N(CCCl)CCCl. Cell line: DU-145. Synergy scores: CSS=26.9, Synergy_ZIP=-10.5, Synergy_Bliss=-9.13, Synergy_Loewe=-12.8, Synergy_HSA=-7.47.